Dataset: Full USPTO retrosynthesis dataset with 1.9M reactions from patents (1976-2016). Task: Predict the reactants needed to synthesize the given product. (1) Given the product [F:22][C:18]1[CH:17]=[C:16](/[CH:15]=[CH:14]/[C:11]2[CH:10]=[CH:9][C:8]([N:6]3[C:5](=[O:23])[CH2:4][CH:3]([NH:2][C:31](=[O:33])[CH3:32])[CH2:7]3)=[CH:13][CH:12]=2)[CH:21]=[CH:20][CH:19]=1, predict the reactants needed to synthesize it. The reactants are: Cl.[NH2:2][CH:3]1[CH2:7][N:6]([C:8]2[CH:13]=[CH:12][C:11](/[CH:14]=[CH:15]/[C:16]3[CH:21]=[CH:20][CH:19]=[C:18]([F:22])[CH:17]=3)=[CH:10][CH:9]=2)[C:5](=[O:23])[CH2:4]1.C(N(CC)CC)C.[C:31](Cl)(=[O:33])[CH3:32]. (2) Given the product [NH:8]1[CH2:13][CH2:12][CH:11]([C:14]2[CH:15]=[CH:16][C:17]([NH:20][C:21]([C:23]3[N:24]=[C:25]([C:30]4[CH:31]=[CH:32][CH:33]=[CH:34][CH:35]=4)[O:26][C:27]=3[CH2:28][CH3:29])=[O:22])=[CH:18][CH:19]=2)[CH2:10][CH2:9]1, predict the reactants needed to synthesize it. The reactants are: C(OC([N:8]1[CH2:13][CH2:12][CH:11]([C:14]2[CH:19]=[CH:18][C:17]([NH:20][C:21]([C:23]3[N:24]=[C:25]([C:30]4[CH:35]=[CH:34][CH:33]=[CH:32][CH:31]=4)[O:26][C:27]=3[CH2:28][CH3:29])=[O:22])=[CH:16][CH:15]=2)[CH2:10][CH2:9]1)=O)(C)(C)C.Cl. (3) Given the product [S:23]1[CH:27]=[CH:26][N:25]2[CH:28]=[C:29]([CH2:31][NH:32][C:19]([C:17]3[S:16][C:11]4[N:10]([C:9](=[O:22])[N:8]([CH2:1][C:2]5[CH:7]=[CH:6][CH:5]=[CH:4][CH:3]=5)[C:13](=[O:14])[C:12]=4[CH3:15])[CH:18]=3)=[O:20])[N:30]=[C:24]12, predict the reactants needed to synthesize it. The reactants are: [CH2:1]([N:8]1[C:13](=[O:14])[C:12]([CH3:15])=[C:11]2[S:16][C:17]([C:19](O)=[O:20])=[CH:18][N:10]2[C:9]1=[O:22])[C:2]1[CH:7]=[CH:6][CH:5]=[CH:4][CH:3]=1.[S:23]1[CH:27]=[CH:26][N:25]2[CH:28]=[C:29]([CH2:31][NH2:32])[N:30]=[C:24]12.O.ON1C2C=CC=CC=2N=N1.Cl.CN(C)CCCN=C=NCC. (4) Given the product [F:17][C:18]([F:20])([F:19])[C:3](=[O:5])[CH:2]([F:1])[CH2:7][CH2:8][CH2:9][CH2:10][C:11]1[CH:16]=[CH:15][CH:14]=[CH:13][CH:12]=1, predict the reactants needed to synthesize it. The reactants are: [F:1][CH:2]([CH2:7][CH2:8][CH2:9][CH2:10][C:11]1[CH:16]=[CH:15][CH:14]=[CH:13][CH:12]=1)[C:3]([O:5]C)=O.[F:17][C:18]([Si](C)(C)C)([F:20])[F:19].[F-].C([N+](CCCC)(CCCC)CCCC)CCC.C(O)(=O)C. (5) Given the product [Br:1][C:2]1[S:3][C:4]([Cl:10])=[CH:5][C:6]=1[C:7]([NH2:9])=[O:8], predict the reactants needed to synthesize it. The reactants are: [Br:1][C:2]1[S:3][CH:4]=[CH:5][C:6]=1[C:7]([NH2:9])=[O:8].[Cl:10]N1C(=O)CCC1=O.S([O-])(O)=O.[Na+]. (6) Given the product [C:6]([C:7]1[CH:8]=[C:9]([O:14][CH:15]([C:17]2[C:22]([Cl:23])=[CH:21][CH:20]=[C:19]([F:24])[C:18]=2[Cl:25])[CH3:16])[C:10]([NH2:13])=[N:11][CH:12]=1)#[CH:5], predict the reactants needed to synthesize it. The reactants are: C[Si]([C:5]#[C:6][C:7]1[CH:8]=[C:9]([O:14][CH:15]([C:17]2[C:22]([Cl:23])=[CH:21][CH:20]=[C:19]([F:24])[C:18]=2[Cl:25])[CH3:16])[C:10]([NH2:13])=[N:11][CH:12]=1)(C)C.C([O-])([O-])=O.[K+].[K+]. (7) Given the product [Cl:1][C:2]1[C:3]([O:27][C:25]2[CH:24]=[CH:23][C:22]3[B:18]([OH:28])[O:19][CH2:20][C:21]=3[CH:26]=2)=[N:4][C:5]([O:10][CH2:11][CH2:12][O:13][CH:14]([CH3:16])[CH3:15])=[C:6]([CH:9]=1)[C:7]#[N:8], predict the reactants needed to synthesize it. The reactants are: [Cl:1][C:2]1[C:3](Cl)=[N:4][C:5]([O:10][CH2:11][CH2:12][O:13][CH:14]([CH3:16])[CH3:15])=[C:6]([CH:9]=1)[C:7]#[N:8].[B:18]1([OH:28])[C:22]2[CH:23]=[CH:24][C:25]([OH:27])=[CH:26][C:21]=2[CH2:20][O:19]1.C([O-])([O-])=O.[Cs+].[Cs+].